This data is from Forward reaction prediction with 1.9M reactions from USPTO patents (1976-2016). The task is: Predict the product of the given reaction. (1) Given the reactants FC(F)(F)S(O[C:7]1[CH2:14][CH:13]2[CH2:15][CH:9]([CH2:10][N:11]([C:16]([O:18][CH2:19][CH3:20])=[O:17])[CH2:12]2)[CH:8]=1)(=O)=O.C(=O)([O-])[O-].[Na+].[Na+].[Cl-].[Li+].[N:31]1[CH:36]=[CH:35][CH:34]=[CH:33][C:32]=1B(O)O, predict the reaction product. The product is: [N:31]1[CH:36]=[CH:35][CH:34]=[C:33]([C:7]2[CH2:14][CH:13]3[CH2:15][CH:9]([CH2:10][N:11]([C:16]([O:18][CH2:19][CH3:20])=[O:17])[CH2:12]3)[CH:8]=2)[CH:32]=1. (2) The product is: [CH3:19][C:20]1[C:25]([CH3:26])=[CH:24][CH:23]=[CH:22][C:21]=1[N:27]1[CH2:28][CH2:29][N:30]([CH2:17][CH2:16][CH2:15][C:9]2[CH:10]=[C:11]([CH2:12][CH2:13][CH3:14])[N:7]([C:1]3[CH:6]=[CH:5][CH:4]=[CH:3][CH:2]=3)[N:8]=2)[CH2:31][CH2:32]1. Given the reactants [C:1]1([N:7]2[C:11]([CH2:12][CH2:13][CH3:14])=[CH:10][C:9]([CH2:15][CH2:16][CH:17]=O)=[N:8]2)[CH:6]=[CH:5][CH:4]=[CH:3][CH:2]=1.[CH3:19][C:20]1[C:25]([CH3:26])=[CH:24][CH:23]=[CH:22][C:21]=1[N:27]1[CH2:32][CH2:31][NH:30][CH2:29][CH2:28]1.CCN(C(C)C)C(C)C.[BH-](OC(C)=O)(OC(C)=O)OC(C)=O.[Na+], predict the reaction product. (3) Given the reactants Br[CH:2]1[CH2:7][N:6]([C:8]([O:10][CH2:11][C:12]2[CH:17]=[CH:16][CH:15]=[CH:14][CH:13]=2)=[O:9])[CH2:5][C:4]([CH3:19])([CH3:18])[C:3]1=O.[C:21]([NH2:24])(=[O:23])[CH3:22], predict the reaction product. The product is: [CH3:22][C:21]1[O:23][C:2]2[CH2:7][N:6]([C:8]([O:10][CH2:11][C:12]3[CH:17]=[CH:16][CH:15]=[CH:14][CH:13]=3)=[O:9])[CH2:5][C:4]([CH3:19])([CH3:18])[C:3]=2[N:24]=1. (4) Given the reactants [CH2:1]([C:3]1[CH:11]=[CH:10][C:6]([C:7]([OH:9])=[O:8])=[CH:5][C:4]=1[N+:12]([O-:14])=[O:13])[CH3:2].O=S(Cl)Cl.[CH3:19]O, predict the reaction product. The product is: [CH2:1]([C:3]1[CH:11]=[CH:10][C:6]([C:7]([O:9][CH3:19])=[O:8])=[CH:5][C:4]=1[N+:12]([O-:14])=[O:13])[CH3:2]. (5) Given the reactants [CH3:1][O:2][CH2:3][CH:4]([NH2:6])[CH3:5].Cl[C:8]1[C:17]2[C:12](=[CH:13][C:14]([C:20]3[C:21]([CH3:26])=[N:22][O:23][C:24]=3[CH3:25])=[C:15]([O:18][CH3:19])[CH:16]=2)[N:11]=[CH:10][C:9]=1[N+:27]([O-:29])=[O:28].C(N(CC)CC)C, predict the reaction product. The product is: [CH3:26][C:21]1[C:20]([C:14]2[CH:13]=[C:12]3[C:17]([C:8]([NH:6][CH:4]([CH3:5])[CH2:3][O:2][CH3:1])=[C:9]([N+:27]([O-:29])=[O:28])[CH:10]=[N:11]3)=[CH:16][C:15]=2[O:18][CH3:19])=[C:24]([CH3:25])[O:23][N:22]=1. (6) Given the reactants [CH3:1][O:2][C:3]1[C:8]([C:9]2[C:10]3[CH:17]=[C:16]([CH2:18][O:19][C:20]4[CH:25]=[CH:24][C:23]([C@@H:26]([C:33]#[C:34][CH3:35])[CH2:27][C:28]([O:30]CC)=[O:29])=[CH:22][CH:21]=4)[CH:15]=[CH:14][C:11]=3[S:12][CH:13]=2)=[CH:7][CH:6]=[CH:5][N:4]=1.[Li+].[OH-].Cl, predict the reaction product. The product is: [CH3:1][O:2][C:3]1[C:8]([C:9]2[C:10]3[CH:17]=[C:16]([CH2:18][O:19][C:20]4[CH:21]=[CH:22][C:23]([C@@H:26]([C:33]#[C:34][CH3:35])[CH2:27][C:28]([OH:30])=[O:29])=[CH:24][CH:25]=4)[CH:15]=[CH:14][C:11]=3[S:12][CH:13]=2)=[CH:7][CH:6]=[CH:5][N:4]=1.